From a dataset of Peptide-MHC class II binding affinity with 134,281 pairs from IEDB. Regression. Given a peptide amino acid sequence and an MHC pseudo amino acid sequence, predict their binding affinity value. This is MHC class II binding data. (1) The peptide sequence is DLTILGLAAEWVLAY. The MHC is DRB1_1101 with pseudo-sequence DRB1_1101. The binding affinity (normalized) is 0.401. (2) The peptide sequence is IVDMKILNHLIHKQN. The MHC is DRB1_0404 with pseudo-sequence DRB1_0404. The binding affinity (normalized) is 0.595. (3) The peptide sequence is LKCRLKMDKLELKGM. The MHC is DRB1_0901 with pseudo-sequence DRB1_0901. The binding affinity (normalized) is 0.182. (4) The peptide sequence is AQAVYDFRSIVDYLR. The MHC is HLA-DQA10102-DQB10502 with pseudo-sequence HLA-DQA10102-DQB10502. The binding affinity (normalized) is 0.391. (5) The peptide sequence is YALFYKLDVVPIDNDNTSY. The MHC is DRB3_0101 with pseudo-sequence DRB3_0101. The binding affinity (normalized) is 0.843. (6) The peptide sequence is SISKRAYMATTILEM. The MHC is H-2-IAb with pseudo-sequence H-2-IAb. The binding affinity (normalized) is 0.680. (7) The peptide sequence is DVKFPGGGQIVGRVY. The MHC is HLA-DQA10501-DQB10301 with pseudo-sequence HLA-DQA10501-DQB10301. The binding affinity (normalized) is 0.535. (8) The peptide sequence is DDYTEYKLTESIDNI. The MHC is HLA-DQA10501-DQB10201 with pseudo-sequence HLA-DQA10501-DQB10201. The binding affinity (normalized) is 0.535. (9) The peptide sequence is QPFPKTVWEQILNTW. The MHC is HLA-DPA10103-DPB10301 with pseudo-sequence HLA-DPA10103-DPB10301. The binding affinity (normalized) is 0.112.